This data is from Full USPTO retrosynthesis dataset with 1.9M reactions from patents (1976-2016). The task is: Predict the reactants needed to synthesize the given product. Given the product [CH2:30]([C@:18]1([CH3:17])[CH2:25][CH2:24][CH2:23][CH2:22][C:20](=[O:21])[CH2:19]1)[CH2:35][CH2:34][CH2:33][CH2:32][CH3:31], predict the reactants needed to synthesize it. The reactants are: C(N(C(C)C)P1[O:21][C:20]2[CH:22]=[CH:23][C:24]3[CH:25]=CC=CC=3[C:19]=2[C:18]2[C:30]3[C:35](C=C[C:17]=2O1)=[CH:34][CH:33]=[CH:32][CH:31]=3)(C1C=CC=CC=1)C1C=CC=CC=1.C(OC)(C)(C)C.C=CCCCC.CC1CCCCC(=O)C=1.